This data is from Full USPTO retrosynthesis dataset with 1.9M reactions from patents (1976-2016). The task is: Predict the reactants needed to synthesize the given product. (1) The reactants are: C[O:2][C:3]([C:5]1[CH:10]=[CH:9][CH:8]=[C:7]([N+:11]([O-])=O)[C:6]=1[CH:14](C(OC)=O)[C:15]([O:17]C)=O)=[O:4]. Given the product [C:3]([C:5]1[CH:10]=[CH:9][CH:8]=[C:7]2[C:6]=1[CH2:14][C:15](=[O:17])[NH:11]2)([OH:2])=[O:4], predict the reactants needed to synthesize it. (2) Given the product [Cl:1][C:2]1[N:7]=[C:6]([C:8]([NH2:18])=[O:9])[C:5]([NH:13][CH2:14][CH2:15][O:16][CH3:17])=[CH:4][N:3]=1, predict the reactants needed to synthesize it. The reactants are: [Cl:1][C:2]1[N:7]=[C:6]([C:8](OCC)=[O:9])[C:5]([NH:13][CH2:14][CH2:15][O:16][CH3:17])=[CH:4][N:3]=1.[NH3:18].